From a dataset of Reaction yield outcomes from USPTO patents with 853,638 reactions. Predict the reaction yield, written as a fraction of the theoretical maximum amount of product (1.0 means a 100% yield; for example, 0.34 means a 34% yield). (1) The reactants are CC(OC(N[C@@H:9](CC1C=CC(C2N=C(C(N(C)OC)=O)N(C)C=2)=CC=1)[CH2:10][CH2:11][C:12]([O:14][C:15](C)(C)C)=[O:13])=O)(C)C.[I:38][CH:39]([CH3:41])[CH3:40].CCN(C(C)C)C(C)C.CN(C=[O:55])C. No catalyst specified. The product is [OH:55][C:40]1[CH:9]=[CH:10][C:11]([C:12]([O:14][CH3:15])=[O:13])=[CH:41][C:39]=1[I:38]. The yield is 0.200. (2) The reactants are [CH2:1]1[C:9]2[C:4](=[CH:5][CH:6]=[CH:7][CH:8]=2)[CH2:3][C:2]1=O.[CH2:11]([NH2:15])[C:12]#[C:13][CH3:14]. No catalyst specified. The product is [CH3:14][C:13]1[CH:12]=[CH:11][N:15]=[C:2]2[CH2:3][C:4]3[CH:5]=[CH:6][CH:7]=[CH:8][C:9]=3[C:1]=12. The yield is 0.220. (3) The reactants are [I-].[CH3:2][S+](C)(C)=O.[H-].[Na+].[CH3:9][N:10]([CH:18]1[CH2:23][CH2:22][N:21]([CH2:24][C:25](=[O:27])[CH3:26])[CH2:20][CH2:19]1)[C:11](=[O:17])[O:12][C:13]([CH3:16])([CH3:15])[CH3:14].O. The catalyst is CS(C)=O. The product is [CH3:9][N:10]([CH:18]1[CH2:19][CH2:20][N:21]([CH2:24][C:25]2([CH3:2])[CH2:26][O:27]2)[CH2:22][CH2:23]1)[C:11](=[O:17])[O:12][C:13]([CH3:16])([CH3:14])[CH3:15]. The yield is 0.860. (4) The reactants are Br[CH2:2][C:3]([C:5]1[O:6][C:7]2[CH:13]=[C:12]([F:14])[CH:11]=[C:10]([O:15][CH2:16][C:17]3[N:18]=[C:19]([C:22]4[CH:27]=[CH:26][CH:25]=[CH:24][CH:23]=4)[S:20][CH:21]=3)[C:8]=2[CH:9]=1)=O.[Br:28][C:29]1[S:33][C:32]([NH2:34])=[N:31][N:30]=1.ClCCl.C([O-])(O)=O.[Na+]. The catalyst is CC(O)C. The product is [Br:28][C:29]1[S:33][C:32]2=[N:34][C:3]([C:5]3[O:6][C:7]4[CH:13]=[C:12]([F:14])[CH:11]=[C:10]([O:15][CH2:16][C:17]5[N:18]=[C:19]([C:22]6[CH:27]=[CH:26][CH:25]=[CH:24][CH:23]=6)[S:20][CH:21]=5)[C:8]=4[CH:9]=3)=[CH:2][N:31]2[N:30]=1. The yield is 0.430.